From a dataset of PAMPA (Parallel Artificial Membrane Permeability Assay) permeability data from NCATS. Regression/Classification. Given a drug SMILES string, predict its absorption, distribution, metabolism, or excretion properties. Task type varies by dataset: regression for continuous measurements (e.g., permeability, clearance, half-life) or binary classification for categorical outcomes (e.g., BBB penetration, CYP inhibition). Dataset: pampa_ncats. The drug is CC1=CC(=NC(=C1)NC(=S)N2CCN(CC2)C3=C(C=C(C=C3)Cl)F)C. The result is 1 (high permeability).